Predict the reaction yield, written as a fraction of the theoretical maximum amount of product (1.0 means a 100% yield; for example, 0.34 means a 34% yield). From a dataset of Reaction yield outcomes from USPTO patents with 853,638 reactions. (1) The reactants are [CH:1]([C:4]1[N:8]2[N:9]=[C:10]([CH:13]=O)[CH:11]=[CH:12][C:7]2=[N:6][N:5]=1)([CH3:3])[CH3:2].[CH3:15][NH2:16].[O-]S([O-])(=O)=O.[Mg+2]. The catalyst is C(Cl)Cl. The product is [CH:1]([C:4]1[N:8]2[N:9]=[C:10]([CH:13]=[N:16][CH3:15])[CH:11]=[CH:12][C:7]2=[N:6][N:5]=1)([CH3:3])[CH3:2]. The yield is 0.670. (2) The reactants are CC1(C)[O:9][C:8](=[O:10])[C:5]2([CH2:7][CH2:6]2)[C:4](=[O:11])O1.[F:13][C:14]1[CH:15]=[C:16]([CH:18]=[CH:19][C:20]=1[O:21][CH3:22])[NH2:17]. The catalyst is C(O)C. The product is [F:13][C:14]1[CH:15]=[C:16]([N:17]2[CH2:6][CH2:7][CH:5]([C:8]([OH:9])=[O:10])[C:4]2=[O:11])[CH:18]=[CH:19][C:20]=1[O:21][CH3:22]. The yield is 0.910. (3) The product is [C:28]([OH:33])(=[O:32])[C:29]([OH:31])=[O:30].[Br:19][C:5]1[N:6]=[C:7]([NH:8][CH2:9][C:10]2[C:15]([CH3:16])=[CH:14][CH:13]=[CH:12][C:11]=2[CH2:17][CH3:18])[C:2]2[N:3]([C:21]([CH3:25])=[C:22]([CH3:23])[N:1]=2)[CH:4]=1. The yield is 0.700. The catalyst is O1CCOCC1.ClCCl.CC(C)=O. The reactants are [NH2:1][C:2]1[C:7]([NH:8][CH2:9][C:10]2[C:15]([CH3:16])=[CH:14][CH:13]=[CH:12][C:11]=2[CH2:17][CH3:18])=[N:6][C:5]([Br:19])=[CH:4][N:3]=1.Br[CH:21]([CH3:25])[C:22](=O)[CH3:23].O.O.[C:28]([OH:33])(=[O:32])[C:29]([OH:31])=[O:30]. (4) The reactants are [N:1]1([C:10]([O:12][C:13]([CH3:16])([CH3:15])[CH3:14])=[O:11])[C:5]2=[CH:6][N:7]=[CH:8][CH:9]=[C:4]2[CH:3]=[CH:2]1.CCO. The catalyst is O=[Pt]=O.CC(O)=O. The product is [N:1]1([C:10]([O:12][C:13]([CH3:16])([CH3:15])[CH3:14])=[O:11])[CH:5]2[CH2:6][NH:7][CH2:8][CH2:9][CH:4]2[CH2:3][CH2:2]1. The yield is 0.950.